From a dataset of Tox21: 12 toxicity assays (nuclear receptors and stress response pathways). Binary classification across 12 toxicity assays. (1) The compound is N[C@@H](Cc1c[nH]c2ccccc12)C(=O)O. It tested positive (active) for: NR-AhR (Aryl hydrocarbon Receptor agonist activity). (2) The compound is CC1(C)CCC(=Cc2ccc(Cl)cc2)C1(O)Cn1cncn1. It tested positive (active) for: NR-AR (Androgen Receptor agonist activity), and NR-AhR (Aryl hydrocarbon Receptor agonist activity). (3) The compound is CCCCOc1ccc(OCCCN2CCOCC2)cc1. It tested positive (active) for: SR-ARE (Antioxidant Response Element (oxidative stress)). (4) The molecule is CN1CSC(=S)N(C)C1. It tested positive (active) for: SR-ARE (Antioxidant Response Element (oxidative stress)), and SR-HSE (Heat Shock Element response). (5) The drug is Cc1occc1SSc1ccoc1C. It tested positive (active) for: SR-HSE (Heat Shock Element response), and SR-p53 (p53 tumor suppressor activation). (6) The molecule is COc1ccc(Nc2ccc(OC)cc2)cc1. It tested positive (active) for: NR-ER (Estrogen Receptor agonist activity), and SR-ATAD5 (ATAD5 genotoxicity (DNA damage)). (7) The drug is COC(=O)/C=C/C=C(C)/C=C/C=C(C)/C=C/C=C(C)/C=C/C=C(C)\C=C/C(=O)O. It tested positive (active) for: SR-ARE (Antioxidant Response Element (oxidative stress)). (8) The drug is CC[C@H]1CN2CCc3cc(OC)c(OC)cc3[C@@H]2C[C@@H]1C[C@H]1NCCc2cc(OC)c(OC)cc21. It tested positive (active) for: NR-Aromatase (Aromatase enzyme inhibition). (9) The molecule is CCCCCCCC[P+](CCCCCCCC)(CCCCCCCC)CCCCCCCC. It tested positive (active) for: NR-Aromatase (Aromatase enzyme inhibition), and SR-MMP (Mitochondrial Membrane Potential disruption). (10) The molecule is NC1(c2ccc(-c3nc4ccn5c(=O)[nH]nc5c4cc3-c3ccccc3)cc2)CCC1. It tested positive (active) for: SR-MMP (Mitochondrial Membrane Potential disruption).